Dataset: Catalyst prediction with 721,799 reactions and 888 catalyst types from USPTO. Task: Predict which catalyst facilitates the given reaction. (1) Reactant: Br[C:2]1[N:3]=[C:4]2[C:10]([C:11]([NH:13][C:14]([CH3:17])([CH3:16])[CH3:15])=[O:12])=[CH:9][N:8]([CH2:18][O:19][CH2:20][CH2:21][Si:22]([CH3:25])([CH3:24])[CH3:23])[C:5]2=[N:6][CH:7]=1.[I-].[Na+].CN[C@@H]1CCCC[C@H]1NC.[CH3:38][O:39][C:40]1[CH:41]=[C:42]2[C:46](=[CH:47][CH:48]=1)[NH:45][N:44]=[CH:43]2.[O-]P([O-])([O-])=O.[K+].[K+].[K+]. Product: [C:14]([NH:13][C:11]([C:10]1[C:4]2[C:5](=[N:6][CH:7]=[C:2]([N:45]3[C:46]4[C:42](=[CH:41][C:40]([O:39][CH3:38])=[CH:48][CH:47]=4)[CH:43]=[N:44]3)[N:3]=2)[N:8]([CH2:18][O:19][CH2:20][CH2:21][Si:22]([CH3:25])([CH3:24])[CH3:23])[CH:9]=1)=[O:12])([CH3:17])([CH3:16])[CH3:15]. The catalyst class is: 432. (2) The catalyst class is: 9. Product: [C:16]1([CH3:28])[CH:21]=[C:20]([CH3:22])[CH:19]=[C:18]([CH3:23])[C:17]=1[S:24]([N:8]1[CH:9]=[C:10]([CH:12]=[O:13])[N:11]=[C:7]1[C:1]1[CH:2]=[CH:3][CH:4]=[CH:5][CH:6]=1)(=[O:25])=[O:26]. Reactant: [C:1]1([C:7]2[NH:8][CH:9]=[C:10]([CH:12]=[O:13])[N:11]=2)[CH:6]=[CH:5][CH:4]=[CH:3][CH:2]=1.[H-].[Na+].[C:16]1([CH3:28])[CH:21]=[C:20]([CH3:22])[CH:19]=[C:18]([CH3:23])[C:17]=1[S:24](Cl)(=[O:26])=[O:25].O. (3) Reactant: [H-].[Na+].[OH:3][CH:4]1[CH2:9][CH2:8][N:7]([C:10]([O:12][C:13]([CH3:16])([CH3:15])[CH3:14])=[O:11])[CH2:6][CH2:5]1.Cl[CH2:18][C:19]1[N:20]=[C:21]([CH3:43])[N:22]([C:24]([C:37]2[CH:42]=[CH:41][CH:40]=[CH:39][CH:38]=2)([C:31]2[CH:36]=[CH:35][CH:34]=[CH:33][CH:32]=2)[C:25]2[CH:30]=[CH:29][CH:28]=[CH:27][CH:26]=2)[CH:23]=1. Product: [CH3:43][C:21]1[N:22]([C:24]([C:25]2[CH:30]=[CH:29][CH:28]=[CH:27][CH:26]=2)([C:31]2[CH:32]=[CH:33][CH:34]=[CH:35][CH:36]=2)[C:37]2[CH:42]=[CH:41][CH:40]=[CH:39][CH:38]=2)[CH:23]=[C:19]([CH2:18][O:3][CH:4]2[CH2:5][CH2:6][N:7]([C:10]([O:12][C:13]([CH3:16])([CH3:15])[CH3:14])=[O:11])[CH2:8][CH2:9]2)[N:20]=1. The catalyst class is: 3. (4) Reactant: Cl.CN(C)S([N:7]1[CH:11]=[C:10]([CH2:12][C:13]([CH3:16])([CH3:15])[CH3:14])[N:9]=[C:8]1[C:17]([OH:40])([CH3:39])[CH2:18][C:19]1[CH:24]=[CH:23][C:22]([C:25]2[C:26]([NH:31]C(=O)OC(C)(C)C)=[N:27][N:28]([CH3:30])[CH:29]=2)=[CH:21][CH:20]=1)(=O)=O. Product: [NH2:31][C:26]1[C:25]([C:22]2[CH:23]=[CH:24][C:19]([CH2:18][C:17]([C:8]3[NH:7][CH:11]=[C:10]([CH2:12][C:13]([CH3:16])([CH3:15])[CH3:14])[N:9]=3)([OH:40])[CH3:39])=[CH:20][CH:21]=2)=[CH:29][N:28]([CH3:30])[N:27]=1. The catalyst class is: 5. (5) Reactant: [O:1]=[C:2]1[C:11]2[C:6](=[CH:7][C:8]([C:12]([OH:14])=O)=[CH:9][CH:10]=2)[NH:5][C:4](=[S:15])[N:3]1[CH2:16][C:17]1[CH:22]=[CH:21][CH:20]=[CH:19][N:18]=1.[Cl:23][C:24]1[CH:25]=[C:26]([CH:29]=[CH:30][CH:31]=1)[CH2:27][NH2:28].CCN(C(C)C)C(C)C.CN(C(ON1N=NC2C=CC=NC1=2)=[N+](C)C)C.F[P-](F)(F)(F)(F)F. Product: [Cl:23][C:24]1[CH:25]=[C:26]([CH:29]=[CH:30][CH:31]=1)[CH2:27][NH:28][C:12]([C:8]1[CH:7]=[C:6]2[C:11]([C:2](=[O:1])[N:3]([CH2:16][C:17]3[CH:22]=[CH:21][CH:20]=[CH:19][N:18]=3)[C:4](=[S:15])[NH:5]2)=[CH:10][CH:9]=1)=[O:14]. The catalyst class is: 3. (6) Reactant: CN(C=O)C.[OH:6][C:7]1[CH:12]=[CH:11][N:10]([C:13]2[CH:18]=[CH:17][C:16]([O:19][CH2:20][CH2:21][N:22]3[CH2:27][CH2:26][CH2:25][CH2:24][CH2:23]3)=[CH:15][CH:14]=2)[C:9](=[O:28])[CH:8]=1.[H-].[Na+].[F:31][C:32]1[CH:37]=[CH:36][C:35]([CH2:38]OS(C)(=O)=O)=[CH:34][N:33]=1. Product: [F:31][C:32]1[N:33]=[CH:34][C:35]([CH2:38][O:6][C:7]2[CH:12]=[CH:11][N:10]([C:13]3[CH:14]=[CH:15][C:16]([O:19][CH2:20][CH2:21][N:22]4[CH2:23][CH2:24][CH2:25][CH2:26][CH2:27]4)=[CH:17][CH:18]=3)[C:9](=[O:28])[CH:8]=2)=[CH:36][CH:37]=1. The catalyst class is: 13. (7) Reactant: Cl.[NH2:2][C@H:3]([CH2:20][OH:21])[CH2:4][N:5]1[CH2:10][CH2:9][CH:8]([C:11]([C:13]2[CH:18]=[CH:17][C:16]([F:19])=[CH:15][CH:14]=2)=[O:12])[CH2:7][CH2:6]1.C(N(C(C)C)CC)(C)C.[C:31]([C:33]1[CH:34]=[CH:35][C:36]([O:44][CH3:45])=[C:37](/[CH:39]=[CH:40]/[C:41](O)=[O:42])[CH:38]=1)#[N:32].F[B-](F)(F)F.N1(OC(N(C)C)=[N+](C)C)C2C=CC=CC=2N=N1. Product: [F:19][C:16]1[CH:15]=[CH:14][C:13]([C:11]([CH:8]2[CH2:7][CH2:6][N:5]([CH2:4][C@H:3]([NH:2][C:41](=[O:42])/[CH:40]=[CH:39]/[C:37]3[CH:38]=[C:33]([C:31]#[N:32])[CH:34]=[CH:35][C:36]=3[O:44][CH3:45])[CH2:20][OH:21])[CH2:10][CH2:9]2)=[O:12])=[CH:18][CH:17]=1. The catalyst class is: 4. (8) Reactant: Br[C:2]1[C:3]([O:13]C)=[C:4]([CH3:12])[CH:5]=[C:6]2[C:11]=1[N:10]=[CH:9][CH:8]=[CH:7]2.[C:15]([O:19][C:20]([N:22]1[CH2:28][CH2:27][CH2:26][NH:25][CH2:24][CH2:23]1)=[O:21])([CH3:18])([CH3:17])[CH3:16]. Product: [C:15]([O:19][C:20]([N:22]1[CH2:28][CH2:27][CH2:26][N:25]([C:2]2[C:3]([OH:13])=[C:4]([CH3:12])[CH:5]=[C:6]3[C:11]=2[N:10]=[CH:9][CH:8]=[CH:7]3)[CH2:24][CH2:23]1)=[O:21])([CH3:18])([CH3:16])[CH3:17]. The catalyst class is: 13. (9) Reactant: I[C:2]1[CH:14]=[CH:13][C:5]2[C:6](=[O:12])[CH2:7][CH2:8][C:9](=[O:11])[NH:10][C:4]=2[CH:3]=1.[F-].[K+].[CH2:17]([Sn](CCCC)(CCCC)C=C)[CH2:18]CC.CCOC(C)=O. Product: [CH:17]([C:2]1[CH:14]=[CH:13][C:5]2[C:6](=[O:12])[CH2:7][CH2:8][C:9](=[O:11])[NH:10][C:4]=2[CH:3]=1)=[CH2:18]. The catalyst class is: 555.